Task: Regression. Given two drug SMILES strings and cell line genomic features, predict the synergy score measuring deviation from expected non-interaction effect.. Dataset: NCI-60 drug combinations with 297,098 pairs across 59 cell lines (1) Drug 1: C(=O)(N)NO. Drug 2: CC1=C(N=C(N=C1N)C(CC(=O)N)NCC(C(=O)N)N)C(=O)NC(C(C2=CN=CN2)OC3C(C(C(C(O3)CO)O)O)OC4C(C(C(C(O4)CO)O)OC(=O)N)O)C(=O)NC(C)C(C(C)C(=O)NC(C(C)O)C(=O)NCCC5=NC(=CS5)C6=NC(=CS6)C(=O)NCCC[S+](C)C)O. Cell line: MOLT-4. Synergy scores: CSS=31.9, Synergy_ZIP=-8.85, Synergy_Bliss=-11.6, Synergy_Loewe=-54.6, Synergy_HSA=-7.24. (2) Drug 1: C1CC(=O)NC(=O)C1N2CC3=C(C2=O)C=CC=C3N. Drug 2: C1=C(C(=O)NC(=O)N1)F. Cell line: A549. Synergy scores: CSS=53.8, Synergy_ZIP=-0.191, Synergy_Bliss=-0.841, Synergy_Loewe=-8.80, Synergy_HSA=2.18. (3) Drug 1: C1CCN(CC1)CCOC2=CC=C(C=C2)C(=O)C3=C(SC4=C3C=CC(=C4)O)C5=CC=C(C=C5)O. Drug 2: CC1=C2C(C(=O)C3(C(CC4C(C3C(C(C2(C)C)(CC1OC(=O)C(C(C5=CC=CC=C5)NC(=O)C6=CC=CC=C6)O)O)OC(=O)C7=CC=CC=C7)(CO4)OC(=O)C)O)C)OC(=O)C. Cell line: SNB-19. Synergy scores: CSS=50.7, Synergy_ZIP=1.00, Synergy_Bliss=0.848, Synergy_Loewe=-51.4, Synergy_HSA=-0.953. (4) Drug 1: C1=CC(=C2C(=C1NCCNCCO)C(=O)C3=C(C=CC(=C3C2=O)O)O)NCCNCCO. Drug 2: CC1C(C(CC(O1)OC2CC(CC3=C2C(=C4C(=C3O)C(=O)C5=C(C4=O)C(=CC=C5)OC)O)(C(=O)C)O)N)O.Cl. Cell line: UO-31. Synergy scores: CSS=31.0, Synergy_ZIP=-5.54, Synergy_Bliss=1.26, Synergy_Loewe=4.75, Synergy_HSA=5.57. (5) Drug 1: C1CCC(C(C1)N)N.C(=O)(C(=O)[O-])[O-].[Pt+4]. Synergy scores: CSS=-8.74, Synergy_ZIP=2.58, Synergy_Bliss=-2.22, Synergy_Loewe=-6.51, Synergy_HSA=-6.71. Cell line: SK-OV-3. Drug 2: C1C(C(OC1N2C=NC(=NC2=O)N)CO)O. (6) Drug 1: C(=O)(N)NO. Drug 2: CCC1(C2=C(COC1=O)C(=O)N3CC4=CC5=C(C=CC(=C5CN(C)C)O)N=C4C3=C2)O.Cl. Cell line: MDA-MB-435. Synergy scores: CSS=3.23, Synergy_ZIP=-2.43, Synergy_Bliss=1.89, Synergy_Loewe=-15.7, Synergy_HSA=-0.752. (7) Drug 1: CC1=C2C(C(=O)C3(C(CC4C(C3C(C(C2(C)C)(CC1OC(=O)C(C(C5=CC=CC=C5)NC(=O)OC(C)(C)C)O)O)OC(=O)C6=CC=CC=C6)(CO4)OC(=O)C)OC)C)OC. Drug 2: CC(CN1CC(=O)NC(=O)C1)N2CC(=O)NC(=O)C2. Cell line: OVCAR-4. Synergy scores: CSS=15.2, Synergy_ZIP=-11.5, Synergy_Bliss=-14.5, Synergy_Loewe=-12.1, Synergy_HSA=-10.4. (8) Drug 1: CN1C(=O)N2C=NC(=C2N=N1)C(=O)N. Drug 2: C(CN)CNCCSP(=O)(O)O. Cell line: HCC-2998. Synergy scores: CSS=-5.27, Synergy_ZIP=1.60, Synergy_Bliss=-2.12, Synergy_Loewe=-5.22, Synergy_HSA=-5.41.